The task is: Predict the reaction yield, written as a fraction of the theoretical maximum amount of product (1.0 means a 100% yield; for example, 0.34 means a 34% yield).. This data is from Reaction yield outcomes from USPTO patents with 853,638 reactions. (1) The product is [C:19]([C:23]1[CH:24]=[CH:25][C:26]([CH2:27][NH:11][CH2:10][CH:9]([C:6]2[CH:5]=[CH:4][C:3]([Cl:2])=[CH:8][CH:7]=2)[CH3:12])=[CH:29][CH:30]=1)([CH3:22])([CH3:20])[CH3:21]. The reactants are Cl.[Cl:2][C:3]1[CH:8]=[CH:7][C:6]([CH:9]([CH3:12])[CH2:10][NH2:11])=[CH:5][CH:4]=1.C(=O)([O-])[O-].[K+].[K+].[C:19]([C:23]1[CH:30]=[CH:29][C:26]([CH:27]=O)=[CH:25][CH:24]=1)([CH3:22])([CH3:21])[CH3:20].[BH4-].[Na+].Cl. The catalyst is CO. The yield is 0.790. (2) The reactants are [CH:1]1([C:7]([C:9]2[CH:14]=[CH:13][C:12]([C:15]3[NH:32][C:18]4[CH:19]=[N:20][C:21]([NH:23][C:24]([CH:26]5[CH2:31][CH2:30][CH2:29][CH2:28][CH2:27]5)=[O:25])=[CH:22][C:17]=4[N:16]=3)=[CH:11][CH:10]=2)=[O:8])[CH2:6][CH2:5][CH2:4][CH2:3][CH2:2]1.[CH3:33][S:34]([OH:37])(=O)=[O:35]. The catalyst is CO. The product is [CH3:33][S:34]([NH2:16])(=[O:37])=[O:35].[CH3:33][S:34]([NH2:16])(=[O:37])=[O:35].[CH:1]1([C:7]([C:9]2[CH:10]=[CH:11][C:12]([C:15]3[NH:32][C:18]4[CH:19]=[N:20][C:21]([NH:23][C:24]([CH:26]5[CH2:27][CH2:28][CH2:29][CH2:30][CH2:31]5)=[O:25])=[CH:22][C:17]=4[N:16]=3)=[CH:13][CH:14]=2)=[O:8])[CH2:2][CH2:3][CH2:4][CH2:5][CH2:6]1. The yield is 0.520. (3) The reactants are [CH2:1]([N:4]1[C:12](=[O:13])[C:11]2[N:10]=[CH:9][NH:8][C:7]=2[N:6]([CH2:14][CH2:15][CH3:16])[C:5]1=[O:17])[CH2:2][CH3:3].C[C:29]1[CH:34]=[CH:33]C(S([O-])(=[O:26])=[O:26])=[CH:31][CH:30]=1.[CH:29]1[CH:34]=[CH:33][NH+]=[CH:31][CH:30]=1. The catalyst is O1C=CCCC1.C(Cl)(Cl)Cl.C(Cl)Cl. The product is [CH2:1]([N:4]1[C:12](=[O:13])[C:11]2[N:10]([CH:33]3[CH2:34][CH2:29][CH2:30][CH2:31][O:26]3)[CH:9]=[N:8][C:7]=2[N:6]([CH2:14][CH2:15][CH3:16])[C:5]1=[O:17])[CH2:2][CH3:3]. The yield is 0.890. (4) The reactants are [CH:1]12[CH2:7][CH:4]([CH2:5][CH2:6]1)[CH2:3][CH:2]2[C:8]1([CH3:15])[C:12](=[O:13])[NH:11][N:10]=[C:9]1[CH3:14].Cl[CH2:17][C:18]([C:20]1[NH:21][CH:22]=[CH:23][CH:24]=1)=[O:19]. No catalyst specified. The product is [C@H:1]12[CH2:7][C@H:4]([CH2:5][CH2:6]1)[CH2:3][C@H:2]2[C:8]1([CH3:15])[C:12](=[O:13])[N:11]([CH2:17][C:18](=[O:19])[C:20]2[NH:21][CH:22]=[CH:23][CH:24]=2)[N:10]=[C:9]1[CH3:14]. The yield is 0.0300.